This data is from Catalyst prediction with 721,799 reactions and 888 catalyst types from USPTO. The task is: Predict which catalyst facilitates the given reaction. (1) Reactant: Cl[C:2]1[N:9]=[C:8]([C:10]2OC=[CH:13][CH:14]=2)[C:7]([C:15]2[CH:20]=[CH:19][N:18]=[CH:17][N:16]=2)=[CH:6][C:3]=1[C:4]#[N:5].O.[NH2:22][NH2:23].[C:24](=[O:27])([O-])O.[Na+]. Product: [O:27]1[CH:24]=[CH:13][CH:14]=[C:10]1[C:8]1[N:9]=[C:2]2[NH:22][N:23]=[C:4]([NH2:5])[C:3]2=[CH:6][C:7]=1[C:15]1[CH:20]=[CH:19][N:18]=[CH:17][N:16]=1. The catalyst class is: 8. (2) Reactant: [CH3:1][C:2]1[C:7]([CH3:8])=[CH:6][C:5]([CH3:9])=[CH:4][N:3]=1.ClC1C=CC=C(C(OO)=[O:18])C=1.[OH-].[Na+].C[O-].[Na+].CO. Product: [CH3:8][C:7]1[C:2]([CH:1]=[O:18])=[N:3][CH:4]=[C:5]([CH3:9])[CH:6]=1. The catalyst class is: 98. (3) Reactant: [NH:1]1[C:9]2[C:4](=[CH:5][CH:6]=[C:7]([C:10]#[N:11])[CH:8]=2)[CH:3]=[CH:2]1.[H-].[Na+].[S:14](Cl)([C:17]1[CH:23]=[CH:22][C:20]([CH3:21])=[CH:19][CH:18]=1)(=[O:16])=[O:15]. Product: [S:14]([N:1]1[C:9]2[C:4](=[CH:5][CH:6]=[C:7]([C:10]#[N:11])[CH:8]=2)[CH:3]=[CH:2]1)([C:17]1[CH:23]=[CH:22][C:20]([CH3:21])=[CH:19][CH:18]=1)(=[O:16])=[O:15]. The catalyst class is: 1. (4) Reactant: [O:1]=[C:2]1[N:6]([C:7]2[CH:8]=[C:9]3[C:14](=[CH:15][CH:16]=2)[CH2:13][NH:12][CH2:11][CH2:10]3)[CH2:5][C@H:4]([CH2:17][NH:18][C:19](=[O:25])[O:20][C:21]([CH3:24])([CH3:23])[CH3:22])[O:3]1.C(N(CC)CC)C.[CH2:33]([O:40][CH2:41][C:42](Cl)=[O:43])[C:34]1[CH:39]=[CH:38][CH:37]=[CH:36][CH:35]=1. Product: [O:1]=[C:2]1[N:6]([C:7]2[CH:8]=[C:9]3[C:14](=[CH:15][CH:16]=2)[CH2:13][N:12]([C:42](=[O:43])[CH2:41][O:40][CH2:33][C:34]2[CH:39]=[CH:38][CH:37]=[CH:36][CH:35]=2)[CH2:11][CH2:10]3)[CH2:5][C@H:4]([CH2:17][NH:18][C:19](=[O:25])[O:20][C:21]([CH3:22])([CH3:24])[CH3:23])[O:3]1. The catalyst class is: 2. (5) Reactant: C(OC([N:8]1[CH2:13][CH2:12][N:11]([C:14]2[CH:15]=[N:16][CH:17]=[C:18]([Cl:20])[CH:19]=2)[CH2:10][CH2:9]1)=O)(C)(C)C. Product: [Cl:20][C:18]1[CH:19]=[C:14]([N:11]2[CH2:12][CH2:13][NH:8][CH2:9][CH2:10]2)[CH:15]=[N:16][CH:17]=1. The catalyst class is: 33.